From a dataset of Full USPTO retrosynthesis dataset with 1.9M reactions from patents (1976-2016). Predict the reactants needed to synthesize the given product. (1) Given the product [Cl:1][C:2]1[C:3]([F:14])=[C:4]([C:8]([CH3:13])([CH3:12])[C:9]([CH:20]([C:21]([O:23][CH2:24][CH3:25])=[O:22])[C:19]([O:27][CH2:28][CH3:29])=[O:26])=[O:11])[CH:5]=[CH:6][CH:7]=1, predict the reactants needed to synthesize it. The reactants are: [Cl:1][C:2]1[C:3]([F:14])=[C:4]([C:8]([CH3:13])([CH3:12])[C:9]([OH:11])=O)[CH:5]=[CH:6][CH:7]=1.S(Cl)(Cl)=O.[C:19]([O:27][CH2:28][CH3:29])(=[O:26])[CH2:20][C:21]([O:23][CH2:24][CH3:25])=[O:22].[Mg+2].[Cl-].[Cl-]. (2) Given the product [CH:1]1([CH2:4][O:5][C:6]2[CH:7]=[CH:8][C:9]([C:10]([NH:15][C:16]3[CH:17]=[C:18]4[C:22](=[CH:23][CH:24]=3)[NH:21][C:20]([C:25]([O:27][CH2:28][CH3:29])=[O:26])=[CH:19]4)=[O:12])=[CH:13][CH:14]=2)[CH2:2][CH2:3]1, predict the reactants needed to synthesize it. The reactants are: [CH:1]1([CH2:4][O:5][C:6]2[CH:14]=[CH:13][C:9]([C:10]([OH:12])=O)=[CH:8][CH:7]=2)[CH2:3][CH2:2]1.[NH2:15][C:16]1[CH:17]=[C:18]2[C:22](=[CH:23][CH:24]=1)[NH:21][C:20]([C:25]([O:27][CH2:28][CH3:29])=[O:26])=[CH:19]2.Cl.C(N=C=NCCCN(C)C)C.ON1C2C=CC=CC=2N=N1. (3) The reactants are: [OH-].[K+].[C:3]([C:6]1[N:11]=[C:10]([C:12]2[CH:17]=[CH:16][C:15]([C:18]3[C:23]([F:24])=[CH:22][C:21]([CH:25]([CH3:30])[C:26]([O:28]C)=[O:27])=[CH:20][C:19]=3[F:31])=[CH:14][CH:13]=2)[C:9]([CH3:32])=[N:8][C:7]=1[CH3:33])(=[O:5])[NH2:4]. Given the product [C:3]([C:6]1[N:11]=[C:10]([C:12]2[CH:13]=[CH:14][C:15]([C:18]3[C:23]([F:24])=[CH:22][C:21]([CH:25]([CH3:30])[C:26]([OH:28])=[O:27])=[CH:20][C:19]=3[F:31])=[CH:16][CH:17]=2)[C:9]([CH3:32])=[N:8][C:7]=1[CH3:33])(=[O:5])[NH2:4], predict the reactants needed to synthesize it. (4) Given the product [F:1][C:2]1[CH:3]=[CH:4][C:5]([NH:8][C:9](=[O:22])[CH:10]([C:16]2[CH:17]=[CH:18][CH:19]=[CH:20][CH:21]=2)[C:11]([OH:13])=[O:12])=[CH:6][CH:7]=1, predict the reactants needed to synthesize it. The reactants are: [F:1][C:2]1[CH:7]=[CH:6][C:5]([NH:8][C:9](=[O:22])[CH:10]([C:16]2[CH:21]=[CH:20][CH:19]=[CH:18][CH:17]=2)[C:11]([O:13]CC)=[O:12])=[CH:4][CH:3]=1.[OH-].[Li+].Cl. (5) Given the product [Br:24][C:3]1[CH:4]=[C:5]2[N:10]([C@H:11]([C:14]([CH3:21])([CH3:22])[O:15][SiH2:16][C:17]([CH3:18])([CH3:20])[CH3:19])[CH2:12][CH3:13])[CH:9]=[C:8]([CH3:23])[C:6]2=[N:7][C:2]=1[C:38]1[C:33]([O:32][CH3:31])=[N:34][C:35]([CH:42]([CH3:44])[CH3:43])=[CH:36][CH:37]=1, predict the reactants needed to synthesize it. The reactants are: Br[C:2]1[N:7]=[C:6]2[C:8]([CH3:23])=[CH:9][N:10]([C@H:11]([C:14]([CH3:22])([CH3:21])[O:15][SiH2:16][C:17]([CH3:20])([CH3:19])[CH3:18])[CH2:12][CH3:13])[C:5]2=[CH:4][C:3]=1[Br:24].C([O-])([O-])=O.[K+].[K+].[CH3:31][O:32][C:33]1[C:38](B(O)O)=[CH:37][CH:36]=[C:35]([CH:42]([CH3:44])[CH3:43])[N:34]=1. (6) Given the product [C:25]1([C:2]2[CH:3]=[C:4]3[C:9]4=[C:10]([CH2:12][CH2:13][CH2:14][N:8]4[CH2:7][C@@H:6]4[CH2:15][N:16]([C:18]([O:20][C:21]([CH3:23])([CH3:24])[CH3:22])=[O:19])[CH2:17][C@H:5]34)[CH:11]=2)[CH:30]=[CH:29][CH:28]=[CH:27][CH:26]=1, predict the reactants needed to synthesize it. The reactants are: Br[C:2]1[CH:3]=[C:4]2[C:9]3=[C:10]([CH2:12][CH2:13][CH2:14][N:8]3[CH2:7][C@@H:6]3[CH2:15][N:16]([C:18]([O:20][C:21]([CH3:24])([CH3:23])[CH3:22])=[O:19])[CH2:17][C@H:5]23)[CH:11]=1.[C:25]1(B(O)O)[CH:30]=[CH:29][CH:28]=[CH:27][CH:26]=1.C(=O)([O-])[O-].[Na+].[Na+]. (7) Given the product [NH:17]1[C:21]2[CH:22]=[CH:23][CH:24]=[CH:25][C:20]=2[N:19]=[C:18]1[S:26][C:27]1[O:31][C:30](/[CH:32]=[C:33]2/[C:34](=[O:43])[N:35]([CH2:39][CH2:40][CH2:41][NH:42][C:8]([NH:7][C:1]3[CH:6]=[CH:5][CH:4]=[CH:3][CH:2]=3)=[O:9])[C:36](=[O:38])[S:37]/2)=[CH:29][CH:28]=1, predict the reactants needed to synthesize it. The reactants are: [C:1]1([N:7]=[C:8]=[O:9])[CH:6]=[CH:5][CH:4]=[CH:3][CH:2]=1.FC(F)(F)C(O)=O.[NH:17]1[C:21]2[CH:22]=[CH:23][CH:24]=[CH:25][C:20]=2[N:19]=[C:18]1[S:26][C:27]1[O:31][C:30](/[CH:32]=[C:33]2/[C:34](=[O:43])[N:35]([CH2:39][CH2:40][CH2:41][NH2:42])[C:36](=[O:38])[S:37]/2)=[CH:29][CH:28]=1.CCN(C(C)C)C(C)C.